Dataset: Full USPTO retrosynthesis dataset with 1.9M reactions from patents (1976-2016). Task: Predict the reactants needed to synthesize the given product. (1) Given the product [Cl:1][C:2]1[CH:10]=[CH:9][C:5]([C:6]([NH:18][CH:15]2[CH2:16][CH2:17][O:12][CH2:13][CH2:14]2)=[O:8])=[C:4]([CH3:11])[CH:3]=1, predict the reactants needed to synthesize it. The reactants are: [Cl:1][C:2]1[CH:10]=[CH:9][C:5]([C:6]([OH:8])=O)=[C:4]([CH3:11])[CH:3]=1.[O:12]1[CH2:17][CH2:16][CH:15]([NH2:18])[CH2:14][CH2:13]1.CN1CCOCC1.ON1C2C=CC=CC=2N=N1.CCN=C=NCCCN(C)C.Cl. (2) Given the product [F:27][C:28]([F:33])([F:32])[C:29]([OH:31])=[O:30].[CH:3]([C:4]1[CH:9]=[CH:8][N:7]=[CH:6][C:5]=1[O:10][CH2:11][C:12]1[N:17]=[C:16]([C:18]([OH:20])=[O:19])[CH:15]=[CH:14][CH:13]=1)=[O:2], predict the reactants needed to synthesize it. The reactants are: C[O:2][CH:3](OC)[C:4]1[CH:9]=[CH:8][N:7]=[CH:6][C:5]=1[O:10][CH2:11][C:12]1[N:17]=[C:16]([C:18]([OH:20])=[O:19])[CH:15]=[CH:14][CH:13]=1.CS(C)=O.[F:27][C:28]([F:33])([F:32])[C:29]([OH:31])=[O:30]. (3) Given the product [CH3:44][C:45]1[CH:46]=[C:47]([NH:48][C:19]([C:14]2[CH:15]=[C:16]3[C:11](=[CH:12][CH:13]=2)[C:10](=[O:22])[N:9]([C:3]2[C:2]([CH3:1])=[CH:7][CH:6]=[CH:5][C:4]=2[CH3:8])[C:17]3=[O:18])=[O:20])[CH:49]=[CH:50][C:51]=1[CH3:52], predict the reactants needed to synthesize it. The reactants are: [CH3:1][C:2]1[CH:7]=[CH:6][CH:5]=[C:4]([CH3:8])[C:3]=1[N:9]1[C:17](=[O:18])[C:16]2[C:11](=[CH:12][CH:13]=[C:14]([C:19](O)=[O:20])[CH:15]=2)[C:10]1=[O:22].CCN=C=NCCCN(C)C.C1C=CC2N(O)N=NC=2C=1.[CH3:44][C:45]1[CH:46]=[C:47]([CH:49]=[CH:50][C:51]=1[CH3:52])[NH2:48].